This data is from Full USPTO retrosynthesis dataset with 1.9M reactions from patents (1976-2016). The task is: Predict the reactants needed to synthesize the given product. (1) Given the product [Cl:14][C:15]1[CH:20]=[CH:19][CH:18]=[CH:17][C:16]=1[CH2:21][N:22]1[C:23]([OH:43])=[C:24]([C:39]([NH:13][CH2:12][C:9]2[CH:10]=[CH:11][C:6]([S:3]([CH3:2])(=[O:4])=[O:5])=[CH:7][CH:8]=2)=[O:40])[C:25]([OH:38])=[C:26]([C:29]([NH:31][CH2:32][C:33]([OH:35])=[O:34])=[O:30])[C:27]1=[O:28], predict the reactants needed to synthesize it. The reactants are: [Cl-].[CH3:2][S:3]([C:6]1[CH:11]=[CH:10][C:9]([CH2:12][NH3+:13])=[CH:8][CH:7]=1)(=[O:5])=[O:4].[Cl:14][C:15]1[CH:20]=[CH:19][CH:18]=[CH:17][C:16]=1[CH2:21][N:22]1[C:27](=[O:28])[C:26]([C:29]([NH:31][CH2:32][C:33]([O:35]CC)=[O:34])=[O:30])=[C:25]([OH:38])[C:24]([C:39](OC)=[O:40])=[C:23]1[OH:43].C(N(C(C)C)CC)(C)C. (2) Given the product [CH2:39]([S:43]([NH:37][C@H:19]([C:20]1[N:21]([CH2:33][CH2:34][CH2:35][CH3:36])[CH:22]=[C:23]([C:25]2[CH:30]=[CH:29][C:28]([Cl:31])=[CH:27][C:26]=2[Cl:32])[N:24]=1)[CH2:18][C:15]1[CH:14]=[CH:13][C:12]([O:11][C:8]2[CH:9]=[CH:10][C:5]([C:4]([OH:3])=[O:38])=[CH:6][CH:7]=2)=[CH:17][CH:16]=1)(=[O:45])=[O:44])[CH2:40][CH2:41][CH3:42], predict the reactants needed to synthesize it. The reactants are: Cl.C[O:3][C:4](=[O:38])[C:5]1[CH:10]=[CH:9][C:8]([O:11][C:12]2[CH:17]=[CH:16][C:15]([CH2:18][C@H:19]([NH2:37])[C:20]3[N:21]([CH2:33][CH2:34][CH2:35][CH3:36])[CH:22]=[C:23]([C:25]4[CH:30]=[CH:29][C:28]([Cl:31])=[CH:27][C:26]=4[Cl:32])[N:24]=3)=[CH:14][CH:13]=2)=[CH:7][CH:6]=1.[CH2:39]([S:43](Cl)(=[O:45])=[O:44])[CH2:40][CH2:41][CH3:42]. (3) Given the product [CH2:26]([NH:33][C:4]([C:6]1[O:10][N:9]=[C:8]([C:11]2[N:16]=[C:15]([NH2:17])[N:14]=[C:13]([N:18]([CH3:25])[C:19]3[CH:24]=[CH:23][CH:22]=[CH:21][CH:20]=3)[N:12]=2)[N:7]=1)=[O:5])[C:27]1[CH:32]=[CH:31][CH:30]=[CH:29][CH:28]=1, predict the reactants needed to synthesize it. The reactants are: C(O[C:4]([C:6]1[O:10][N:9]=[C:8]([C:11]2[N:16]=[C:15]([NH2:17])[N:14]=[C:13]([N:18]([CH3:25])[C:19]3[CH:24]=[CH:23][CH:22]=[CH:21][CH:20]=3)[N:12]=2)[N:7]=1)=[O:5])C.[CH2:26]([NH2:33])[C:27]1[CH:32]=[CH:31][CH:30]=[CH:29][CH:28]=1. (4) Given the product [CH2:1]([C@@:8]12[CH2:21][CH2:20][C:19](=[O:22])[CH2:18][C@H:17]1[CH2:16][CH2:15][C:14]1[CH:13]=[C:12]([C:23]([O:25][CH3:26])=[O:24])[CH:11]=[CH:10][C:9]2=1)[C:2]1[CH:3]=[CH:4][CH:5]=[CH:6][CH:7]=1, predict the reactants needed to synthesize it. The reactants are: [CH2:1]([C@@:8]12[CH2:21][CH2:20][C:19](=[O:22])[CH:18]=[C:17]1[CH2:16][CH2:15][C:14]1[CH:13]=[C:12]([C:23]([O:25][CH3:26])=[O:24])[CH:11]=[CH:10][C:9]2=1)[C:2]1[CH:7]=[CH:6][CH:5]=[CH:4][CH:3]=1.ClC(Cl)(Cl)C(O)=O.C([C@H]1N[C@@H](C2OC(C)=CC=2)N(C)C1=O)C1C=CC=CC=1.CC1NC(C)=C(C(OCC)=O)CC=1C(OCC)=O. (5) Given the product [OH:1][C@H:2]1[C:7]2[CH:8]=[CH:9][S:10][C:6]=2[S:5](=[O:12])(=[O:11])[N:4]([CH2:20][CH2:21][CH2:22][O:23][CH3:24])[CH2:3]1, predict the reactants needed to synthesize it. The reactants are: [OH:1][C@H:2]1[C:7]2[CH:8]=[CH:9][S:10][C:6]=2[S:5](=[O:12])(=[O:11])[NH:4][CH2:3]1.C(=O)([O-])[O-].[K+].[K+].Br[CH2:20][CH2:21][CH2:22][O:23][CH3:24]. (6) Given the product [Cl:13][CH2:14][CH2:15][CH2:16][C:17]([NH:2][C@H:3]1[CH2:4][CH2:5][C@H:6]([C:9]([O:11][CH3:12])=[O:10])[CH2:7][CH2:8]1)=[O:18], predict the reactants needed to synthesize it. The reactants are: Cl.[NH2:2][C@H:3]1[CH2:8][CH2:7][C@H:6]([C:9]([O:11][CH3:12])=[O:10])[CH2:5][CH2:4]1.[Cl:13][CH2:14][CH2:15][CH2:16][C:17](Cl)=[O:18].C(N(CC)CC)C.